This data is from Forward reaction prediction with 1.9M reactions from USPTO patents (1976-2016). The task is: Predict the product of the given reaction. (1) Given the reactants Cl.[C:2]([NH2:5])(=[NH:4])[CH3:3].C[O-].[Na+].[F:9][C:10]1[CH:24]=[CH:23][C:13]([CH2:14][CH:15]([C:20](=O)[CH3:21])[C:16](OC)=[O:17])=[CH:12][CH:11]=1.O, predict the reaction product. The product is: [F:9][C:10]1[CH:11]=[CH:12][C:13]([CH2:14][C:15]2[C:16]([OH:17])=[N:4][C:2]([CH3:3])=[N:5][C:20]=2[CH3:21])=[CH:23][CH:24]=1. (2) Given the reactants [CH3:1][O:2][C:3]1[CH:4]=[C:5]2[C:10](=[CH:11][C:12]=1[O:13][CH3:14])[N:9]=[CH:8][CH:7]=[C:6]2[O:15][C:16]1[CH:22]=[CH:21][C:19]([NH2:20])=[C:18]([N+:23]([O-:25])=[O:24])[CH:17]=1.C(O)C.[CH3:29][C:30]1[CH:31]=[C:32]([C:36]([N:38]=[C:39]=[S:40])=[O:37])[CH:33]=[CH:34][CH:35]=1, predict the reaction product. The product is: [CH3:1][O:2][C:3]1[CH:4]=[C:5]2[C:10](=[CH:11][C:12]=1[O:13][CH3:14])[N:9]=[CH:8][CH:7]=[C:6]2[O:15][C:16]1[CH:22]=[CH:21][C:19]([NH:20][C:39]([NH:38][C:36](=[O:37])[C:32]2[CH:33]=[CH:34][CH:35]=[C:30]([CH3:29])[CH:31]=2)=[S:40])=[C:18]([N+:23]([O-:25])=[O:24])[CH:17]=1. (3) The product is: [Br:17][C:18]1[CH:19]=[N:14][C:12]2[C:11]([CH:21]=1)=[CH:10][C:9]([O:15][CH3:16])=[C:8]([O:7][CH2:6][CH2:5][OH:4])[CH:13]=2. Given the reactants C([O:4][CH2:5][CH2:6][O:7][C:8]1[CH:13]=[C:12]([NH2:14])[CH:11]=[CH:10][C:9]=1[O:15][CH3:16])(=O)C.[Br:17][CH:18]([CH:21]=O)[CH:19]=O.Br.[OH-].[Na+], predict the reaction product. (4) Given the reactants [C:1]([C:5]1[S:6][C:7]([C:19]2[CH:24]=[CH:23][N:22]=[C:21]([S:25]([CH3:28])(=O)=O)[N:20]=2)=[C:8]([C:10]2[C:11]([Cl:18])=[C:12]([CH:14]=[C:15]([F:17])[CH:16]=2)[NH2:13])[N:9]=1)([CH3:4])([CH3:3])[CH3:2].[CH2:29]([S:32](Cl)(=[O:34])=[O:33])[CH2:30][CH3:31], predict the reaction product. The product is: [C:1]([C:5]1[S:6][C:7]([C:19]2[CH:24]=[CH:23][N:22]=[C:21]([S:25][CH3:28])[N:20]=2)=[C:8]([C:10]2[C:11]([Cl:18])=[C:12]([NH:13][S:32]([CH2:29][CH2:30][CH3:31])(=[O:34])=[O:33])[CH:14]=[C:15]([F:17])[CH:16]=2)[N:9]=1)([CH3:4])([CH3:2])[CH3:3].